Task: Predict the reaction yield, written as a fraction of the theoretical maximum amount of product (1.0 means a 100% yield; for example, 0.34 means a 34% yield).. Dataset: Reaction yield outcomes from USPTO patents with 853,638 reactions (1) The reactants are [C:1]12([CH3:11])[C:8]([CH3:10])([CH3:9])[CH:5]([CH2:6][CH2:7]1)[CH2:4][C:2]2=[O:3].[C:12](OCC)(=[O:18])[C:13]([O:15]CC)=[O:14].[H-].[Na+]. The catalyst is C1COCC1. The product is [OH:18][C:12](=[C:4]1[C:2](=[O:3])[C:1]2([CH3:11])[C:8]([CH3:10])([CH3:9])[CH:5]1[CH2:6][CH2:7]2)[C:13]([OH:15])=[O:14]. The yield is 0.540. (2) The reactants are [CH3:1][S:2]([OH:5])(=[O:4])=[O:3].[CH3:6][O:7][C:8]1[CH:13]=[CH:12][C:11]([C:14]2[O:18][C:17]([CH3:20])([CH3:19])[C:16](=[O:21])[C:15]=2[C:22]2[CH:27]=[CH:26][C:25]([O:28][CH2:29][C:30]3[N:31]=[C:32]4[CH:37]=[CH:36][CH:35]=[C:34]([CH3:38])[N:33]4[CH:39]=3)=[CH:24][CH:23]=2)=[CH:10][CH:9]=1. The catalyst is C(Cl)Cl.C(OCC)C. The product is [CH3:1][S:2]([OH:5])(=[O:4])=[O:3].[CH3:6][O:7][C:8]1[CH:9]=[CH:10][C:11]([C:14]2[O:18][C:17]([CH3:20])([CH3:19])[C:16](=[O:21])[C:15]=2[C:22]2[CH:27]=[CH:26][C:25]([O:28][CH2:29][C:30]3[N:31]=[C:32]4[CH:37]=[CH:36][CH:35]=[C:34]([CH3:38])[N:33]4[CH:39]=3)=[CH:24][CH:23]=2)=[CH:12][CH:13]=1. The yield is 0.827. (3) The reactants are [F:1][C:2]1[CH:3]=[C:4]2[C:8](=[CH:9][C:10]=1[F:11])[NH:7][CH:6]=[CH:5]2.[OH-].[K+].[I:14]I. The catalyst is CN(C=O)C. The product is [F:1][C:2]1[CH:3]=[C:4]2[C:8](=[CH:9][C:10]=1[F:11])[NH:7][CH:6]=[C:5]2[I:14]. The yield is 1.00. (4) The reactants are [CH2:1]([O:4][C:5](=[O:25])[NH:6][C:7]1[CH:12]=[CH:11][CH:10]=[C:9]([C:13](=O)[CH2:14][C:15]2[CH:20]=[CH:19][N:18]=[C:17]([Cl:21])[N:16]=2)[C:8]=1[O:23][CH3:24])[CH:2]=[CH2:3].C1C(=O)N(Br)C(=O)C1.[CH3:34][CH:35]([CH3:39])[C:36](=[S:38])[NH2:37]. The catalyst is C(Cl)Cl.CS(C)=O.CCOC(C)=O. The product is [CH2:1]([O:4][C:5](=[O:25])[NH:6][C:7]1[CH:12]=[CH:11][CH:10]=[C:9]([C:13]2[N:37]=[C:36]([CH:35]([CH3:39])[CH3:34])[S:38][C:14]=2[C:15]2[CH:20]=[CH:19][N:18]=[C:17]([Cl:21])[N:16]=2)[C:8]=1[O:23][CH3:24])[CH:2]=[CH2:3]. The yield is 0.638. (5) The reactants are [CH3:1][C:2]1[CH:3]=[C:4]([CH:8]=[C:9]([N+:14]([O-:16])=[O:15])[C:10]=1[N+:11]([O-:13])=[O:12])[C:5](O)=[O:6].B.O1CCCC1. The catalyst is O1CCCC1. The product is [CH3:1][C:2]1[CH:3]=[C:4]([CH2:5][OH:6])[CH:8]=[C:9]([N+:14]([O-:16])=[O:15])[C:10]=1[N+:11]([O-:13])=[O:12]. The yield is 0.860. (6) The reactants are [F:1][C:2]1[CH:7]=[C:6]([N+:8]([O-])=O)[C:5]([F:11])=[CH:4][C:3]=1[CH:12]([CH3:17])[C:13]([O:15][CH3:16])=[O:14]. The catalyst is C(O)C.[C].[Pd]. The product is [NH2:8][C:6]1[C:5]([F:11])=[CH:4][C:3]([CH:12]([CH3:17])[C:13]([O:15][CH3:16])=[O:14])=[C:2]([F:1])[CH:7]=1. The yield is 0.830. (7) The reactants are [CH2:1]([NH:8][C:9]([C:11]1[S:15][C:14](Br)=[N:13][C:12]=1[CH3:17])=[O:10])[C:2]1[CH:7]=[CH:6][CH:5]=[CH:4][CH:3]=1.[I:18][C:19]1[CH:24]=[N:23][CH:22]=[C:21](I)[N:20]=1. The catalyst is O1CCCC1.CN(C)C=O.C1C=CC([P]([Pd]([P](C2C=CC=CC=2)(C2C=CC=CC=2)C2C=CC=CC=2)([P](C2C=CC=CC=2)(C2C=CC=CC=2)C2C=CC=CC=2)[P](C2C=CC=CC=2)(C2C=CC=CC=2)C2C=CC=CC=2)(C2C=CC=CC=2)C2C=CC=CC=2)=CC=1. The product is [CH2:1]([NH:8][C:9]([C:11]1[S:15][C:14]([C:21]2[CH:22]=[N:23][CH:24]=[C:19]([I:18])[N:20]=2)=[N:13][C:12]=1[CH3:17])=[O:10])[C:2]1[CH:7]=[CH:6][CH:5]=[CH:4][CH:3]=1. The yield is 0.130.